From a dataset of Full USPTO retrosynthesis dataset with 1.9M reactions from patents (1976-2016). Predict the reactants needed to synthesize the given product. (1) The reactants are: [NH2:1][C:2]1[CH:31]=[CH:30][C:5]([CH2:6][CH:7]2[CH2:12][CH2:11][N:10]([CH2:13][C:14]3[CH:19]=[CH:18][C:17]([C:20]([OH:29])([C:25]([F:28])([F:27])[F:26])[C:21]([F:24])([F:23])[F:22])=[CH:16][CH:15]=3)[CH2:9][CH2:8]2)=[CH:4][CH:3]=1.[C:32]1([CH2:38][C:39](Cl)=[O:40])[CH:37]=[CH:36][CH:35]=[CH:34][CH:33]=1.C(N(CC)CC)C. Given the product [F:24][C:21]([F:22])([F:23])[C:20]([C:17]1[CH:18]=[CH:19][C:14]([CH2:13][N:10]2[CH2:9][CH2:8][CH:7]([CH2:6][C:5]3[CH:4]=[CH:3][C:2]([NH:1][C:39](=[O:40])[CH2:38][C:32]4[CH:37]=[CH:36][CH:35]=[CH:34][CH:33]=4)=[CH:31][CH:30]=3)[CH2:12][CH2:11]2)=[CH:15][CH:16]=1)([OH:29])[C:25]([F:28])([F:26])[F:27], predict the reactants needed to synthesize it. (2) Given the product [F:9][C:8]([F:11])([F:10])[C:5]1[CH:6]=[CH:7][C:2]([C:15]#[C:14][CH2:13][CH2:12][OH:16])=[CH:3][CH:4]=1, predict the reactants needed to synthesize it. The reactants are: I[C:2]1[CH:7]=[CH:6][C:5]([C:8]([F:11])([F:10])[F:9])=[CH:4][CH:3]=1.[CH2:12]([OH:16])[CH2:13][C:14]#[CH:15].